From a dataset of Full USPTO retrosynthesis dataset with 1.9M reactions from patents (1976-2016). Predict the reactants needed to synthesize the given product. Given the product [OH:4][CH2:3][CH2:2][N:16]1[C:17]2[C:13](=[CH:12][C:11]([Br:10])=[CH:19][CH:18]=2)[CH:14]=[CH:15]1, predict the reactants needed to synthesize it. The reactants are: Br[CH2:2][CH2:3][OH:4].COC(C)=C.[Br:10][C:11]1[CH:12]=[C:13]2[C:17](=[CH:18][CH:19]=1)[NH:16][CH:15]=[CH:14]2.[H-].[Na+].